Dataset: Full USPTO retrosynthesis dataset with 1.9M reactions from patents (1976-2016). Task: Predict the reactants needed to synthesize the given product. Given the product [CH3:11][N:10]1[C:9](=[O:12])[CH2:8][O:7][C:6]2[CH:13]=[CH:14][C:3]([CH2:2][N:18]3[CH:17]=[C:21]([C:22]([O:24][CH2:25][CH3:26])=[O:23])[CH:20]=[N:19]3)=[CH:4][C:5]1=2, predict the reactants needed to synthesize it. The reactants are: O[CH2:2][C:3]1[CH:14]=[CH:13][C:6]2[O:7][CH2:8][C:9](=[O:12])[N:10]([CH3:11])[C:5]=2[CH:4]=1.C([C:17]1[C:21]([C:22]([O-:24])=[O:23])=[CH:20][NH:19][N:18]=1)C.[C:25]1(P(C2C=CC=CC=2)C2C=CC=CC=2)C=CC=C[CH:26]=1.CCOC(/N=N/C(OCC)=O)=O.C1(C)C=CC=CC=1.C([O-])(O)=O.[Na+].